Dataset: Reaction yield outcomes from USPTO patents with 853,638 reactions. Task: Predict the reaction yield, written as a fraction of the theoretical maximum amount of product (1.0 means a 100% yield; for example, 0.34 means a 34% yield). (1) The reactants are [NH:1]1[C:9]2[C:4](=[CH:5][CH:6]=[CH:7][CH:8]=2)[CH:3]=[CH:2]1.[S-:10][C:11]#[N:12].[NH4+].OOS([O-])=O.[K+]. The catalyst is CO. The product is [N:12]([C:3]1[C:4]2[C:9](=[CH:8][CH:7]=[CH:6][CH:5]=2)[NH:1][CH:2]=1)=[C:11]=[S:10]. The yield is 0.730. (2) The reactants are [C:1]([N:4]1[C:13]2[C:8](=[CH:9][C:10](B3OC(C)(C)C(C)(C)O3)=[CH:11][CH:12]=2)[C@H:7]([NH:23][C:24]2[CH:31]=[CH:30][C:27]([C:28]#[N:29])=[CH:26][N:25]=2)[CH2:6][C@@H:5]1[CH3:32])(=[O:3])[CH3:2].Br[C:34]1[CH:39]=[CH:38][C:37]([CH2:40][CH2:41][C:42]([OH:44])=[O:43])=[CH:36][CH:35]=1.C(=O)([O-])[O-].[K+].[K+]. The catalyst is C1(C)C=CC=CC=1.C(O)C.C1C=CC([P]([Pd]([P](C2C=CC=CC=2)(C2C=CC=CC=2)C2C=CC=CC=2)([P](C2C=CC=CC=2)(C2C=CC=CC=2)C2C=CC=CC=2)[P](C2C=CC=CC=2)(C2C=CC=CC=2)C2C=CC=CC=2)(C2C=CC=CC=2)C2C=CC=CC=2)=CC=1. The product is [C:1]([N:4]1[C:13]2[C:8](=[CH:9][C:10]([C:34]3[CH:39]=[CH:38][C:37]([CH2:40][CH2:41][C:42]([OH:44])=[O:43])=[CH:36][CH:35]=3)=[CH:11][CH:12]=2)[C@H:7]([NH:23][C:24]2[CH:31]=[CH:30][C:27]([C:28]#[N:29])=[CH:26][N:25]=2)[CH2:6][C@@H:5]1[CH3:32])(=[O:3])[CH3:2]. The yield is 0.520. (3) The reactants are [N+:1]([C:4]1[CH:9]=[CH:8][C:7]([NH2:10])=[CH:6][CH:5]=1)([O-:3])=[O:2].[Br:11]Br. The catalyst is CC(O)=O. The product is [Br:11][C:8]1[CH:9]=[C:4]([N+:1]([O-:3])=[O:2])[CH:5]=[CH:6][C:7]=1[NH2:10]. The yield is 0.720. (4) The yield is 0.400. No catalyst specified. The product is [Cl:15][C:16]1[C:24]2[NH:23][N:22]=[CH:21][C:20]=2[C:19]2[CH2:25][N:26]([CH2:51][C:52]([CH3:55])([CH3:54])[CH3:53])[C:27](=[O:50])[C@H:28]([CH2:30][C:31]([N:12]3[CH2:11][CH2:10][CH:9]([C:3]4[CH:4]=[CH:5][C:6]([Cl:8])=[CH:7][C:2]=4[Cl:1])[CH2:14][CH2:13]3)=[O:49])[CH2:29][C:18]=2[CH:17]=1. The reactants are [Cl:1][C:2]1[CH:7]=[C:6]([Cl:8])[CH:5]=[CH:4][C:3]=1[CH:9]1[CH2:14][CH2:13][NH:12][CH2:11][CH2:10]1.[Cl:15][C:16]1[C:24]2[NH:23][N:22]=[CH:21][C:20]=2[C:19]2[CH2:25][N:26]([CH2:51][C:52]([CH3:55])([CH3:54])[CH3:53])[C:27](=[O:50])[C@@H:28]([CH2:30][C:31](=[O:49])N3CCC(N4CC5C(=CC=CC=5)NC4=O)CC3)[CH2:29][C:18]=2[CH:17]=1. (5) The reactants are O[CH2:2][C:3]1[CH:12]=[N:11][C:10]2[N:9]3[CH2:13][CH2:14][S:15][CH2:16][C@H:8]3[C:7](=[O:17])[NH:6][C:5]=2[CH:4]=1.[I-].C(C[P+](C)(C)C)#N.Cl.[CH2:27]([NH:29][C:30](=[O:44])[C:31]1[CH:36]=[CH:35][C:34]([N:37]2[CH2:42][CH2:41][NH:40][CH2:39][CH2:38]2)=[C:33]([F:43])[CH:32]=1)[CH3:28].CCN(C(C)C)C(C)C. The catalyst is C(#N)CC.CS(C)=O. The product is [CH2:27]([NH:29][C:30](=[O:44])[C:31]1[CH:36]=[CH:35][C:34]([N:37]2[CH2:42][CH2:41][N:40]([CH2:2][C:3]3[CH:12]=[N:11][C:10]4[N:9]5[CH2:13][CH2:14][S:15][CH2:16][C@H:8]5[C:7](=[O:17])[NH:6][C:5]=4[CH:4]=3)[CH2:39][CH2:38]2)=[C:33]([F:43])[CH:32]=1)[CH3:28]. The yield is 0.340. (6) The reactants are [CH3:1][S:2](Cl)(=[O:4])=[O:3].[NH2:6][C:7]1[C:26]([Br:27])=[CH:25][C:10]2[C:11]([C:21]([O:23][CH3:24])=[O:22])=[C:12]([C:14]3[CH:19]=[CH:18][C:17]([F:20])=[CH:16][CH:15]=3)[O:13][C:9]=2[CH:8]=1.N1C=CC=CC=1. The catalyst is ClCCl.O. The product is [Br:27][C:26]1[C:7]([NH:6][S:2]([CH3:1])(=[O:4])=[O:3])=[CH:8][C:9]2[O:13][C:12]([C:14]3[CH:19]=[CH:18][C:17]([F:20])=[CH:16][CH:15]=3)=[C:11]([C:21]([O:23][CH3:24])=[O:22])[C:10]=2[CH:25]=1. The yield is 0.830. (7) The yield is 0.980. The product is [CH2:23]([O:22][CH:15]([O:19][CH2:20][CH3:21])[C:7]1[CH:8]=[CH:9][C:2]([F:1])=[C:3]([CH:6]=1)[C:4]#[N:5])[CH3:24]. The reactants are [F:1][C:2]1[CH:9]=[CH:8][C:7](C=O)=[CH:6][C:3]=1[C:4]#[N:5].C(O)C.[CH:15]([O:22][CH2:23][CH3:24])([O:19][CH2:20][CH3:21])OCC. The catalyst is [Cl-].[NH4+]. (8) The reactants are [CH2:1]([NH:8][CH2:9][CH:10]([C:12]1[CH:17]=[CH:16][C:15]([O:18][CH3:19])=[CH:14][CH:13]=1)[OH:11])[C:2]1[CH:7]=[CH:6][CH:5]=[CH:4][CH:3]=1.[CH3:20][O:21][C:22]1[CH:23]=[C:24]([CH:27]=[CH:28][CH:29]=1)[CH:25]=O.[BH-](OC(C)=O)(OC(C)=O)OC(C)=O.[Na+].C([O-])(O)=O.[Na+]. The catalyst is ClCCCl. The product is [CH2:1]([N:8]([CH2:25][C:24]1[CH:27]=[CH:28][CH:29]=[C:22]([O:21][CH3:20])[CH:23]=1)[CH2:9][CH:10]([C:12]1[CH:13]=[CH:14][C:15]([O:18][CH3:19])=[CH:16][CH:17]=1)[OH:11])[C:2]1[CH:3]=[CH:4][CH:5]=[CH:6][CH:7]=1. The yield is 0.980. (9) The reactants are [O:1]1[C:5]2[CH:6]=[CH:7][CH:8]=[C:9]([C:10]([CH3:21])([CH3:20])[CH2:11][C:12]([OH:19])([C:15]([F:18])([F:17])[F:16])[CH:13]=O)[C:4]=2[O:3][CH2:2]1.[NH2:22][C:23]1[CH:31]=[CH:30][CH:29]=[C:28]2[C:24]=1[CH2:25][NH:26][C:27]2=[O:32]. The catalyst is C(O)(=O)C. The product is [OH:19][C:12]1([C:15]([F:16])([F:17])[F:18])[CH2:11][C:10]([CH3:20])([CH3:21])[C:9]2[C:4]3[O:3][CH2:2][O:1][C:5]=3[CH:6]=[CH:7][C:8]=2[CH:13]1[NH:22][C:23]1[CH:31]=[CH:30][CH:29]=[C:28]2[C:24]=1[CH2:25][NH:26][C:27]2=[O:32]. The yield is 0.628.